From a dataset of Peptide-MHC class II binding affinity with 134,281 pairs from IEDB. Regression. Given a peptide amino acid sequence and an MHC pseudo amino acid sequence, predict their binding affinity value. This is MHC class II binding data. (1) The peptide sequence is DSKHQLDMIITAVNS. The MHC is DRB1_0101 with pseudo-sequence DRB1_0101. The binding affinity (normalized) is 0.952. (2) The peptide sequence is LVNLLIFHINGKIIKNS. The MHC is DRB1_0101 with pseudo-sequence DRB1_0101. The binding affinity (normalized) is 0.597. (3) The peptide sequence is LKGTSYKICTDKMFF. The MHC is DRB3_0301 with pseudo-sequence DRB3_0301. The binding affinity (normalized) is 0.151. (4) The peptide sequence is WAQDLTLPWQSGSGG. The MHC is DRB1_1101 with pseudo-sequence DRB1_1101. The binding affinity (normalized) is 0. (5) The peptide sequence is TDDNEEPIAAYHFDL. The MHC is DRB1_0405 with pseudo-sequence DRB1_0405. The binding affinity (normalized) is 0.280.